From a dataset of NCI-60 drug combinations with 297,098 pairs across 59 cell lines. Regression. Given two drug SMILES strings and cell line genomic features, predict the synergy score measuring deviation from expected non-interaction effect. (1) Drug 1: CCCS(=O)(=O)NC1=C(C(=C(C=C1)F)C(=O)C2=CNC3=C2C=C(C=N3)C4=CC=C(C=C4)Cl)F. Drug 2: COC1=CC(=CC(=C1O)OC)C2C3C(COC3=O)C(C4=CC5=C(C=C24)OCO5)OC6C(C(C7C(O6)COC(O7)C8=CC=CS8)O)O. Cell line: TK-10. Synergy scores: CSS=26.9, Synergy_ZIP=-4.27, Synergy_Bliss=0.633, Synergy_Loewe=-3.70, Synergy_HSA=2.82. (2) Drug 1: CNC(=O)C1=CC=CC=C1SC2=CC3=C(C=C2)C(=NN3)C=CC4=CC=CC=N4. Drug 2: CN1CCC(CC1)COC2=C(C=C3C(=C2)N=CN=C3NC4=C(C=C(C=C4)Br)F)OC. Cell line: OVCAR-5. Synergy scores: CSS=14.1, Synergy_ZIP=-4.96, Synergy_Bliss=-1.27, Synergy_Loewe=-7.67, Synergy_HSA=-2.54. (3) Drug 1: CN1CCC(CC1)COC2=C(C=C3C(=C2)N=CN=C3NC4=C(C=C(C=C4)Br)F)OC. Drug 2: C1=C(C(=O)NC(=O)N1)N(CCCl)CCCl. Cell line: UO-31. Synergy scores: CSS=36.3, Synergy_ZIP=-5.16, Synergy_Bliss=2.80, Synergy_Loewe=6.02, Synergy_HSA=7.31. (4) Drug 1: C1=CN(C(=O)N=C1N)C2C(C(C(O2)CO)O)O.Cl. Drug 2: CCN(CC)CCCC(C)NC1=C2C=C(C=CC2=NC3=C1C=CC(=C3)Cl)OC. Cell line: UO-31. Synergy scores: CSS=31.2, Synergy_ZIP=-1.33, Synergy_Bliss=0.0989, Synergy_Loewe=1.45, Synergy_HSA=2.56. (5) Drug 1: C1CCC(C1)C(CC#N)N2C=C(C=N2)C3=C4C=CNC4=NC=N3. Drug 2: C1C(C(OC1N2C=C(C(=O)NC2=O)F)CO)O. Cell line: SF-539. Synergy scores: CSS=38.5, Synergy_ZIP=-3.42, Synergy_Bliss=-7.37, Synergy_Loewe=-21.6, Synergy_HSA=-5.70. (6) Drug 1: C1CC(C1)(C(=O)O)C(=O)O.[NH2-].[NH2-].[Pt+2]. Drug 2: B(C(CC(C)C)NC(=O)C(CC1=CC=CC=C1)NC(=O)C2=NC=CN=C2)(O)O. Cell line: SR. Synergy scores: CSS=46.7, Synergy_ZIP=4.50, Synergy_Bliss=7.78, Synergy_Loewe=-6.19, Synergy_HSA=4.95. (7) Drug 1: COC1=C2C(=CC3=C1OC=C3)C=CC(=O)O2. Drug 2: N.N.Cl[Pt+2]Cl. Cell line: SNB-19. Synergy scores: CSS=42.7, Synergy_ZIP=-0.156, Synergy_Bliss=0.427, Synergy_Loewe=-17.3, Synergy_HSA=-1.31. (8) Drug 1: C1CC(C1)(C(=O)O)C(=O)O.[NH2-].[NH2-].[Pt+2]. Drug 2: C1CNP(=O)(OC1)N(CCCl)CCCl. Cell line: BT-549. Synergy scores: CSS=0.202, Synergy_ZIP=-2.36, Synergy_Bliss=-5.11, Synergy_Loewe=-9.87, Synergy_HSA=-5.65. (9) Drug 1: CC1CCC2CC(C(=CC=CC=CC(CC(C(=O)C(C(C(=CC(C(=O)CC(OC(=O)C3CCCCN3C(=O)C(=O)C1(O2)O)C(C)CC4CCC(C(C4)OC)OCCO)C)C)O)OC)C)C)C)OC. Drug 2: C1C(C(OC1N2C=NC(=NC2=O)N)CO)O. Cell line: UACC-257. Synergy scores: CSS=0.245, Synergy_ZIP=0.487, Synergy_Bliss=-0.379, Synergy_Loewe=-2.02, Synergy_HSA=-2.95. (10) Synergy scores: CSS=22.5, Synergy_ZIP=-0.452, Synergy_Bliss=1.18, Synergy_Loewe=-21.6, Synergy_HSA=-3.87. Cell line: NCI-H226. Drug 1: COC1=C(C=C2C(=C1)N=CN=C2NC3=CC(=C(C=C3)F)Cl)OCCCN4CCOCC4. Drug 2: CC1=CC2C(CCC3(C2CCC3(C(=O)C)OC(=O)C)C)C4(C1=CC(=O)CC4)C.